Dataset: Forward reaction prediction with 1.9M reactions from USPTO patents (1976-2016). Task: Predict the product of the given reaction. (1) The product is: [CH:5]1[C:6]2[NH:14][C:15]3[C:8](=[CH:9][CH:18]=[CH:17][CH:16]=3)[O:7][C:1]=2[CH:2]=[CH:3][CH:4]=1. Given the reactants [C:1]1([O:7][CH3:8])[CH:6]=[CH:5][CH:4]=[CH:3][CH:2]=1.[C:9](O)(=O)C.Br[N:14]1[C:18](=O)[CH2:17][CH2:16][C:15]1=O, predict the reaction product. (2) Given the reactants [F:1][C:2]1[CH:7]=[CH:6][C:5]([N:8]2[C:13]3[CH:14]=[CH:15][C:16]([N:18](S(C)(=O)=O)[S:19]([CH3:22])(=[O:21])=[O:20])=[CH:17][C:12]=3[O:11][C:10]([CH3:28])([CH3:27])[C:9]2=[O:29])=[CH:4][CH:3]=1.[OH-].[Na+].CC1(C)C(=O)NC2C=CC(N(S(C)(=O)=O)S(C)(=O)=O)=CC=2O1.Cl.C(O)C.O, predict the reaction product. The product is: [F:1][C:2]1[CH:3]=[CH:4][C:5]([N:8]2[C:13]3[CH:14]=[CH:15][C:16]([NH:18][S:19]([CH3:22])(=[O:20])=[O:21])=[CH:17][C:12]=3[O:11][C:10]([CH3:27])([CH3:28])[C:9]2=[O:29])=[CH:6][CH:7]=1. (3) Given the reactants Cl.[CH2:2]([NH:5][C:6]([CH:8]1[C:16]2[C:11](=[CH:12][CH:13]=[CH:14][CH:15]=2)[CH2:10][N:9]1[C:17](=[O:33])[C:18]1[CH:23]=[C:22]([Cl:24])[C:21]([O:25]COC)=[CH:20][C:19]=1[O:29]COC)=[O:7])[CH:3]=[CH2:4].C([O-])(O)=O.[Na+], predict the reaction product. The product is: [CH2:2]([NH:5][C:6]([CH:8]1[C:16]2[C:11](=[CH:12][CH:13]=[CH:14][CH:15]=2)[CH2:10][N:9]1[C:17](=[O:33])[C:18]1[CH:23]=[C:22]([Cl:24])[C:21]([OH:25])=[CH:20][C:19]=1[OH:29])=[O:7])[CH:3]=[CH2:4].